From a dataset of Peptide-MHC class I binding affinity with 185,985 pairs from IEDB/IMGT. Regression. Given a peptide amino acid sequence and an MHC pseudo amino acid sequence, predict their binding affinity value. This is MHC class I binding data. The peptide sequence is AEMDGIQYG. The MHC is HLA-B45:01 with pseudo-sequence HLA-B45:01. The binding affinity (normalized) is 0.643.